Dataset: Forward reaction prediction with 1.9M reactions from USPTO patents (1976-2016). Task: Predict the product of the given reaction. (1) Given the reactants Cl[C:2]1[N:11]=[C:10]([NH:12][CH:13]2[CH2:18][CH2:17][N:16]([CH2:19][C:20]3[C:25]([O:26][CH3:27])=[CH:24][CH:23]=[CH:22][C:21]=3[N:28]([CH3:30])[CH3:29])[CH2:15][CH2:14]2)[C:9]2[C:4](=[CH:5][CH:6]=[CH:7][CH:8]=2)[N:3]=1.[NH2:31][CH2:32][CH2:33][CH2:34][P:35](=[O:42])([O:39][CH2:40][CH3:41])[O:36][CH2:37][CH3:38], predict the reaction product. The product is: [CH3:29][N:28]([CH3:30])[C:21]1[CH:22]=[CH:23][CH:24]=[C:25]([O:26][CH3:27])[C:20]=1[CH2:19][N:16]1[CH2:17][CH2:18][CH:13]([NH:12][C:10]2[C:9]3[C:4](=[CH:5][CH:6]=[CH:7][CH:8]=3)[N:3]=[C:2]([NH:31][CH2:32][CH2:33][CH2:34][P:35](=[O:42])([O:36][CH2:37][CH3:38])[O:39][CH2:40][CH3:41])[N:11]=2)[CH2:14][CH2:15]1. (2) Given the reactants [F:1][C:2]([F:20])([F:19])[C:3]1[CH:8]=[CH:7][C:6]([CH:9]2[C:18]3[C:13](=[CH:14][CH:15]=[CH:16][CH:17]=3)[CH2:12][CH2:11][NH:10]2)=[CH:5][CH:4]=1.CO.C(=O)=O, predict the reaction product. The product is: [F:20][C:2]([F:1])([F:19])[C:3]1[CH:4]=[CH:5][C:6]([C@@H:9]2[C:18]3[C:13](=[CH:14][CH:15]=[CH:16][CH:17]=3)[CH2:12][CH2:11][NH:10]2)=[CH:7][CH:8]=1. (3) Given the reactants [OH:1][CH2:2][C@@H:3]([NH:17]C(=O)OCC1C=CC=CC=1)[C:4](=[O:16])[N:5]([CH3:15])[CH2:6][CH2:7][CH2:8][C:9]1[N:10]([CH3:14])[CH:11]=[CH:12][N:13]=1, predict the reaction product. The product is: [NH2:17][C@H:3]([CH2:2][OH:1])[C:4]([N:5]([CH3:15])[CH2:6][CH2:7][CH2:8][C:9]1[N:10]([CH3:14])[CH:11]=[CH:12][N:13]=1)=[O:16]. (4) Given the reactants C([Mg]Cl)(C)C.I[C:7]1[N:12]=[C:11]([O:13][CH3:14])[CH:10]=[CH:9][N:8]=1.[CH3:15][C:16](N(C)C)=[O:17], predict the reaction product. The product is: [CH3:14][O:13][C:11]1[CH:10]=[CH:9][N:8]=[C:7]([C:16](=[O:17])[CH3:15])[N:12]=1. (5) Given the reactants IC1C=C[C:5]2N[C:7]3[C:12]([C:13]=2[CH:14]=1)=[CH:11][CH:10]=[CH:9][CH:8]=3.C(#N)C=C.C1(P(C2C=CC=CC=2)C2C=CC=CC=2)C=CC=CC=1.C(N(CC)CC)C.C(C=CC1C=CC2NC3C(C=2C=1)=CC=CC=3)#[N:46].O=CC[C@@H]([C@@H](CO)O)O.CC1C=CC(C(OC[C@H]2O[C@H](Cl)C[C@@H]2OC(C2C=CC(C)=CC=2)=O)=O)=CC=1.ClCl.[OH-:100].[K+].[CH3:102][O:103]CCOCCN(CCOCCOC)CCOCCOC.[CH3:124][O-:125].[Na+].[CH3:127][OH:128], predict the reaction product. The product is: [C:9]([CH:8]=[CH:7][C:12]1[CH:13]=[CH:5][C:124]([OH:125])=[CH:10][CH:11]=1)(=[O:100])[NH2:46].[O:100]=[CH:13][CH2:14][C@@H:124]([C@@H:127]([CH2:102][OH:103])[OH:128])[OH:125]. (6) Given the reactants [C]=O.[CH3:3][N:4]1[C:10](=[O:11])[C:9]2[CH:12]=[CH:13][CH:14]=[CH:15][C:8]=2[CH:7]([CH2:16][C:17]([O:19][CH3:20])=[O:18])[C:6]2[CH:21]=[CH:22][C:23](OS(C(F)(F)F)(=O)=O)=[CH:24][C:5]1=2.[C:33]([O-:36])(=[O:35])C.[K+].C([O-])(O)=O.[Na+], predict the reaction product. The product is: [CH3:20][O:19][C:17](=[O:18])[CH2:16][CH:7]1[C:8]2[CH:15]=[CH:14][CH:13]=[CH:12][C:9]=2[C:10](=[O:11])[N:4]([CH3:3])[C:5]2[CH:24]=[C:23]([C:33]([OH:36])=[O:35])[CH:22]=[CH:21][C:6]1=2.